Task: Predict the reactants needed to synthesize the given product.. Dataset: Full USPTO retrosynthesis dataset with 1.9M reactions from patents (1976-2016) (1) Given the product [Cl:45][C:40]1[CH:41]=[CH:42][CH:43]=[CH:44][C:39]=1[CH2:38][NH:7][C:8]1[CH:13]=[CH:12][C:11]([CH2:14][C:15]2[C:23]3[C:18](=[N:19][CH:20]=[C:21]([O:24][CH3:25])[CH:22]=3)[NH:17][CH:16]=2)=[C:10]([F:37])[N:9]=1, predict the reactants needed to synthesize it. The reactants are: C(OC(=O)[N:7]([CH2:38][C:39]1[CH:44]=[CH:43][CH:42]=[CH:41][C:40]=1[Cl:45])[C:8]1[CH:13]=[CH:12][C:11]([CH:14](O)[C:15]2[C:23]3[C:18](=[N:19][CH:20]=[C:21]([O:24][CH3:25])[CH:22]=3)[N:17]([Si](C(C)C)(C(C)C)C(C)C)[CH:16]=2)=[C:10]([F:37])[N:9]=1)(C)(C)C.C([SiH](CC)CC)C.FC(F)(F)C(O)=O.C(=O)([O-])[O-].[K+].[K+]. (2) Given the product [CH2:11]([O:18][C:19]1[CH:24]=[CH:23][N:22]([C:25]2[CH:26]=[N:27][C:28]([N:31]3[CH2:35][CH2:34][C:33](=[O:36])[CH2:32]3)=[CH:29][CH:30]=2)[C:21](=[O:37])[CH:20]=1)[C:12]1[CH:13]=[CH:14][CH:15]=[CH:16][CH:17]=1, predict the reactants needed to synthesize it. The reactants are: C(Cl)(=O)C(Cl)=O.CS(C)=O.[CH2:11]([O:18][C:19]1[CH:24]=[CH:23][N:22]([C:25]2[CH:26]=[N:27][C:28]([N:31]3[CH2:35][CH2:34][C@@H:33]([OH:36])[CH2:32]3)=[CH:29][CH:30]=2)[C:21](=[O:37])[CH:20]=1)[C:12]1[CH:17]=[CH:16][CH:15]=[CH:14][CH:13]=1.C(N(CC)CC)C. (3) Given the product [Br:1][C:2]1[CH:7]=[CH:6][CH:5]=[C:4]([CH2:8][CH3:9])[N:3]=1, predict the reactants needed to synthesize it. The reactants are: [Br:1][C:2]1[CH:7]=[CH:6][CH:5]=[C:4]([CH3:8])[N:3]=1.[CH:9]([N-]C(C)C)(C)C.[Li+].IC. (4) Given the product [C:29]([C:28]1[CH:27]=[C:26]([CH:25]=[CH:38][CH:37]=1)[O:20][CH2:19][C:15]1[CH:14]=[C:13]([C:10]2[CH:11]=[CH:12][C:7]([CH2:6][C@H:5]([O:21][CH3:22])[C:4]([OH:23])=[O:3])=[CH:8][CH:9]=2)[CH:18]=[CH:17][CH:16]=1)(=[O:30])[C:31]1[CH:32]=[CH:33][CH:34]=[CH:35][CH:36]=1, predict the reactants needed to synthesize it. The reactants are: C([O:3][C:4](=[O:23])[C@@H:5]([O:21][CH3:22])[CH2:6][C:7]1[CH:12]=[CH:11][C:10]([C:13]2[CH:18]=[CH:17][CH:16]=[C:15]([CH2:19][OH:20])[CH:14]=2)=[CH:9][CH:8]=1)C.O[C:25]1[CH:38]=[CH:37][C:28]([C:29]([C:31]2[CH:36]=[CH:35][CH:34]=[CH:33][CH:32]=2)=[O:30])=[CH:27][CH:26]=1. (5) Given the product [O:1]1[C:11]2[C:6](=[CH:7][CH:8]=[CH:9][CH:10]=2)[CH:5]=[C:4]([O:12][CH2:13][CH2:14][CH2:15][CH2:16][CH2:17][CH2:18][C:19]2[CH:27]=[CH:26][CH:25]=[CH:24][C:20]=2[C:21]([Cl:29])=[O:22])[C:2]1=[O:3], predict the reactants needed to synthesize it. The reactants are: [O:1]1[C:11]2[C:6](=[CH:7][CH:8]=[CH:9][CH:10]=2)[CH:5]=[C:4]([O:12][CH2:13][CH2:14][CH2:15][CH2:16][CH2:17][CH2:18][C:19]2[CH:27]=[CH:26][CH:25]=[CH:24][C:20]=2[C:21](O)=[O:22])[C:2]1=[O:3].S(Cl)[Cl:29]. (6) Given the product [CH3:14][O:15][C:16](=[O:47])[CH2:17][C:18]1[CH:23]=[CH:22][C:21]([CH2:24][N:25]2[CH:29]=[C:28]([C:30]3[CH:35]=[CH:34][C:33]([Cl:36])=[CH:32][C:31]=3[Cl:37])[N:27]=[C:26]2/[CH:38]=[CH:39]/[C:40]2[CH:45]=[CH:44][C:43]([C:56]3[CH:55]=[CH:54][CH:53]=[C:52]([S:49]([CH3:48])(=[O:51])=[O:50])[CH:57]=3)=[CH:42][CH:41]=2)=[CH:20][CH:19]=1, predict the reactants needed to synthesize it. The reactants are: COC(=O)CC1C=CC(CBr)=CC=1.[CH3:14][O:15][C:16](=[O:47])[CH2:17][C:18]1[CH:23]=[CH:22][C:21]([CH2:24][N:25]2[CH:29]=[C:28]([C:30]3[CH:35]=[CH:34][C:33]([Cl:36])=[CH:32][C:31]=3[Cl:37])[N:27]=[C:26]2/[CH:38]=[CH:39]/[C:40]2[CH:45]=[CH:44][C:43](Br)=[CH:42][CH:41]=2)=[CH:20][CH:19]=1.[CH3:48][S:49]([C:52]1[CH:53]=[C:54](B(O)O)[CH:55]=[CH:56][CH:57]=1)(=[O:51])=[O:50]. (7) Given the product [CH3:1][N:2]1[C@@H:6]([CH2:7][C:8]2[C:12]3[CH:13]=[C:14]([CH2:17][CH2:18][S:19]([C:22]4[CH:23]=[CH:24][CH:25]=[CH:26][CH:27]=4)(=[O:20])=[O:21])[CH:15]=[CH:16][C:11]=3[NH:10][CH:9]=2)[CH2:5][CH2:4][CH2:3]1.[BrH:29], predict the reactants needed to synthesize it. The reactants are: [CH3:1][N:2]1[C@@H:6]([CH2:7][C:8]2[C:12]3[CH:13]=[C:14]([CH2:17][CH2:18][S:19]([C:22]4[CH:27]=[CH:26][CH:25]=[CH:24][CH:23]=4)(=[O:21])=[O:20])[CH:15]=[CH:16][C:11]=3[NH:10][CH:9]=2)[CH2:5][CH2:4][CH2:3]1.O.[BrH:29].